From a dataset of Reaction yield outcomes from USPTO patents with 853,638 reactions. Predict the reaction yield, written as a fraction of the theoretical maximum amount of product (1.0 means a 100% yield; for example, 0.34 means a 34% yield). The yield is 0.850. The product is [NH:7]1[C:8]2=[CH:9][N:10]=[CH:11][CH:12]=[C:13]2[C:5]([C:3]([OH:4])=[O:16])=[CH:6]1. The catalyst is O. The reactants are ClC(Cl)(Cl)[C:3]([C:5]1[C:13]2[C:8](=[CH:9][N:10]=[CH:11][CH:12]=2)[NH:7][CH:6]=1)=[O:4].[OH-:16].[Na+].